From a dataset of Forward reaction prediction with 1.9M reactions from USPTO patents (1976-2016). Predict the product of the given reaction. (1) The product is: [OH:11][C:10]1[CH:9]=[CH:8][C:5]([CH:6]=[CH:13][C:12]([C:15]2[CH:20]=[CH:19][CH:18]=[CH:17][CH:16]=2)=[O:14])=[CH:4][C:3]=1[O:2][CH3:1]. Given the reactants [CH3:1][O:2][C:3]1[CH:4]=[C:5]([CH:8]=[CH:9][C:10]=1[OH:11])[CH:6]=O.[C:12]([C:15]1[CH:20]=[CH:19][CH:18]=[CH:17][CH:16]=1)(=[O:14])[CH3:13], predict the reaction product. (2) The product is: [Na+:28].[C:20]1([NH:19][C:16]2[CH:15]=[CH:14][C:13]([N:10]3[CH2:9][CH2:8][N:7]([CH2:6][CH2:5][CH2:4][C:3]([O-:26])=[O:2])[CH2:12][CH2:11]3)=[CH:18][CH:17]=2)[CH:21]=[CH:22][CH:23]=[CH:24][CH:25]=1. Given the reactants C[O:2][C:3](=[O:26])[CH2:4][CH2:5][CH2:6][N:7]1[CH2:12][CH2:11][N:10]([C:13]2[CH:18]=[CH:17][C:16]([NH:19][C:20]3[CH:25]=[CH:24][CH:23]=[CH:22][CH:21]=3)=[CH:15][CH:14]=2)[CH2:9][CH2:8]1.[OH-].[Na+:28], predict the reaction product. (3) Given the reactants Br[C:2]1[CH:3]=[C:4]2[C:8](=[CH:9][CH:10]=1)[C@@H:7]([OH:11])[CH2:6][CH2:5]2.[CH:12]([C:15]1[CH:20]=[CH:19][CH:18]=[CH:17][C:16]=1B(O)O)([CH3:14])[CH3:13], predict the reaction product. The product is: [CH:12]([C:15]1[CH:20]=[CH:19][CH:18]=[CH:17][C:16]=1[C:2]1[CH:3]=[C:4]2[C:8](=[CH:9][CH:10]=1)[C@@H:7]([OH:11])[CH2:6][CH2:5]2)([CH3:14])[CH3:13]. (4) Given the reactants [H-].[Na+].[CH2:3]([N:10]([CH2:22][CH2:23][OH:24])[C:11](=[O:21])[C:12]1[CH:17]=[CH:16][C:15]([F:18])=[C:14]([F:19])[C:13]=1F)[C:4]1[CH:9]=[CH:8][CH:7]=[CH:6][CH:5]=1.O, predict the reaction product. The product is: [CH2:3]([N:10]1[C:11](=[O:21])[C:12]2[CH:17]=[CH:16][C:15]([F:18])=[C:14]([F:19])[C:13]=2[O:24][CH2:23][CH2:22]1)[C:4]1[CH:9]=[CH:8][CH:7]=[CH:6][CH:5]=1. (5) Given the reactants CC1(C)C2C(=C(P(C3C=CC=CC=3)C3C=CC=CC=3)C=CC=2)OC2C(P(C3C=CC=CC=3)C3C=CC=CC=3)=CC=CC1=2.Cl[C:44]1[CH:45]=[CH:46][C:47]2[CH2:53][N:52]([CH3:54])[CH2:51][CH:50]([CH2:55][CH:56]([CH2:59][F:60])[CH2:57][F:58])[O:49][C:48]=2[N:61]=1.[CH3:62][O:63][C:64]1[N:69]=[C:68]([NH2:70])[CH:67]=[CH:66][C:65]=1[N:71]1[CH:75]=[C:74]([CH3:76])[N:73]=[CH:72]1.C(=O)([O-])[O-].[Cs+].[Cs+], predict the reaction product. The product is: [F:58][CH2:57][CH:56]([CH2:59][F:60])[CH2:55][CH:50]1[O:49][C:48]2[N:61]=[C:44]([NH:70][C:68]3[CH:67]=[CH:66][C:65]([N:71]4[CH:75]=[C:74]([CH3:76])[N:73]=[CH:72]4)=[C:64]([O:63][CH3:62])[N:69]=3)[CH:45]=[CH:46][C:47]=2[CH2:53][N:52]([CH3:54])[CH2:51]1.